From a dataset of TCR-epitope binding with 47,182 pairs between 192 epitopes and 23,139 TCRs. Binary Classification. Given a T-cell receptor sequence (or CDR3 region) and an epitope sequence, predict whether binding occurs between them. (1) The epitope is TSDLATNNLVVMAY. The TCR CDR3 sequence is CASRVGAGNTEAFF. Result: 0 (the TCR does not bind to the epitope). (2) The epitope is TLDSKTQSL. The TCR CDR3 sequence is CASSQDPWDRTYQETQYF. Result: 1 (the TCR binds to the epitope). (3) The epitope is IQYIDIGNY. The TCR CDR3 sequence is CASSSSDRLEETQYF. Result: 1 (the TCR binds to the epitope). (4) The epitope is NLDSKVGGNY. The TCR CDR3 sequence is CSVDLEANYGYTF. Result: 0 (the TCR does not bind to the epitope). (5) The epitope is RLRAEAQVK. The TCR CDR3 sequence is CASSPTDFSYEQYF. Result: 1 (the TCR binds to the epitope). (6) The epitope is GTITSGWTF. The TCR CDR3 sequence is CASSYQTGAVYGYTF. Result: 0 (the TCR does not bind to the epitope). (7) The epitope is FTISVTTEIL. The TCR CDR3 sequence is CASSDFRDTTYEQYF. Result: 0 (the TCR does not bind to the epitope).